Dataset: NCI-60 drug combinations with 297,098 pairs across 59 cell lines. Task: Regression. Given two drug SMILES strings and cell line genomic features, predict the synergy score measuring deviation from expected non-interaction effect. Drug 1: CCCS(=O)(=O)NC1=C(C(=C(C=C1)F)C(=O)C2=CNC3=C2C=C(C=N3)C4=CC=C(C=C4)Cl)F. Drug 2: C1CCC(C(C1)N)N.C(=O)(C(=O)[O-])[O-].[Pt+4]. Cell line: 786-0. Synergy scores: CSS=34.8, Synergy_ZIP=6.19, Synergy_Bliss=8.97, Synergy_Loewe=-8.05, Synergy_HSA=9.92.